This data is from Full USPTO retrosynthesis dataset with 1.9M reactions from patents (1976-2016). The task is: Predict the reactants needed to synthesize the given product. (1) The reactants are: C[O:2][C:3](=[O:30])[CH2:4][CH2:5][S:6][CH2:7][C@@H:8]1[C:16]2[C:11](=[CH:12][CH:13]=[CH:14][CH:15]=2)[CH2:10][C@H:9]1[NH:17][C:18]([C:20]1[NH:24][C:23]2[C:25]([Cl:29])=[C:26]([Cl:28])[S:27][C:22]=2[CH:21]=1)=[O:19].[OH-].[Na+]. Given the product [Cl:28][C:26]1[S:27][C:22]2[CH:21]=[C:20]([C:18]([NH:17][C@@H:9]3[CH2:10][C:11]4[C:16](=[CH:15][CH:14]=[CH:13][CH:12]=4)[C@H:8]3[CH2:7][S:6][CH2:5][CH2:4][C:3]([OH:30])=[O:2])=[O:19])[NH:24][C:23]=2[C:25]=1[Cl:29], predict the reactants needed to synthesize it. (2) Given the product [C:1]([O:5][C:6](=[O:14])[NH:7][C@@H:8]([CH3:13])[CH2:9][NH:11][CH3:12])([CH3:4])([CH3:3])[CH3:2], predict the reactants needed to synthesize it. The reactants are: [C:1]([O:5][C:6](=[O:14])[NH:7][C@@H:8]([CH3:13])[C:9]([NH:11][CH3:12])=O)([CH3:4])([CH3:3])[CH3:2].Cl.O.[OH-].[K+]. (3) Given the product [Cl:1][C:2]1[CH:3]=[C:4]([C:8]2[CH:29]=[C:11]3[N:12]=[C:13]([CH3:28])[C:14]([C@H:22]([OH:27])[C:23]([O:25][CH3:26])=[O:24])=[C:15]([CH:16]4[CH2:17][CH2:18][CH2:19][CH2:20][CH2:21]4)[N:10]3[N:9]=2)[CH:5]=[CH:6][CH:7]=1, predict the reactants needed to synthesize it. The reactants are: [Cl:1][C:2]1[CH:3]=[C:4]([C:8]2[CH:29]=[C:11]3[N:12]=[C:13]([CH3:28])[C:14]([C:22](=[O:27])[C:23]([O:25][CH3:26])=[O:24])=[C:15]([CH:16]4[CH2:21][CH2:20][CH2:19][CH2:18][CH2:17]4)[N:10]3[N:9]=2)[CH:5]=[CH:6][CH:7]=1.CB1N2CCC[C@@H]2C(C2C=CC=CC=2)(C2C=CC=CC=2)O1.C1(C)C=CC=CC=1.[B]1OC2C(=CC=CC=2)O1.C1COCC1.C([O-])([O-])=O.[Na+].[Na+].